Dataset: Microsomal clearance measurements from AstraZeneca. Task: Regression/Classification. Given a drug SMILES string, predict its absorption, distribution, metabolism, or excretion properties. Task type varies by dataset: regression for continuous measurements (e.g., permeability, clearance, half-life) or binary classification for categorical outcomes (e.g., BBB penetration, CYP inhibition). For this dataset (clearance_microsome_az), we predict log10(clearance) (log10 of the in vitro intrinsic clearance, CLint, in uL/min per mg of human liver microsomal protein, equivalently mL/min/g; values are censored to the assay range of 3 to 150, which is 0.477 to 2.18 on this log10 scale). (1) The compound is COc1ccnc(CSc2nc3ccccc3[nH]2)c1. The log10(clearance) is 1.93. (2) The drug is CCOc1ccc(NC(=O)CCc2c(C)nc3nc(C)nn3c2C)cc1. The log10(clearance) is 0.480. (3) The molecule is C[C@@H](C(N)=O)c1ccc(OS(=O)(=O)C(F)(F)F)cc1. The log10(clearance) is 0.480. (4) The compound is Cc1ccc(CO)cc1N(c1ccnc(Nc2cc(N3CCOCC3)cc(S(C)(=O)=O)c2)n1)C(C)C. The log10(clearance) is 2.18. (5) The drug is COc1ccc(-c2ccc3nc(N)sc3c2)cn1. The log10(clearance) is 0.890. (6) The drug is N#CC1=C2C(=NC1=O)c1cccc3c(N4CCSCC4)ccc2c13. The log10(clearance) is 2.06.